From a dataset of Full USPTO retrosynthesis dataset with 1.9M reactions from patents (1976-2016). Predict the reactants needed to synthesize the given product. (1) Given the product [Cl:30][C:25]1[CH:26]=[CH:27][CH:28]=[CH:29][C:24]=1[S:21]([OH:23])(=[O:22])=[O:20], predict the reactants needed to synthesize it. The reactants are: Cl.N1CCC(COC2C3C(=CC=CC=3)C=C([O:20][S:21]([C:24]3[CH:29]=[CH:28][CH:27]=[CH:26][C:25]=3[Cl:30])(=[O:23])=[O:22])C=2)CC1.Cl.C(=N)(OCC)C.C(N(CC)C(C)C)(C)C. (2) Given the product [C:32]([C:31]1[N:30]=[CH:29][N:9]2[C:8]=1[C@@H:7]([CH2:34][CH3:35])[N:6]([CH:1]([CH3:2])[CH3:5])[C:15]1[N:14]=[C:13]([NH:16][C:17]3[CH:18]=[CH:19][C:20]([C:21]([NH:36][CH:37]4[CH2:38][N:39]([CH:41]5[CH2:42][CH2:43][NH:44][CH2:45][CH2:46]5)[CH2:40]4)=[O:22])=[CH:24][C:25]=3[O:26][CH3:27])[N:12]=[CH:11][C:10]2=1)#[N:33], predict the reactants needed to synthesize it. The reactants are: [CH:1]1([N:6]2[C:15]3[N:14]=[C:13]([NH:16][C:17]4[C:25]([O:26][CH3:27])=[CH:24][C:20]([C:21](O)=[O:22])=[C:19](F)[CH:18]=4)[N:12]=[CH:11][C:10]=3[N:9]3[CH:29]=[N:30][C:31]([C:32]#[N:33])=[C:8]3[C@H:7]2[CH2:34][CH3:35])[CH2:5]CC[CH2:2]1.[NH2:36][CH:37]1[CH2:40][N:39]([CH:41]2[CH2:46][CH2:45][N:44](C(OC(C)(C)C)=O)[CH2:43][CH2:42]2)[CH2:38]1. (3) Given the product [C:1]([O:5][C:6](=[O:34])[NH:7][C:8]1([C:12]2[CH:17]=[CH:16][C:15]([C:18]3[C:23]([C:24]4[CH:29]=[CH:28][CH:27]=[CH:26][CH:25]=4)=[CH:22][N:21]4[C:30]([CH:35]=[CH2:36])=[CH:31][N:32]=[C:20]4[N:19]=3)=[CH:14][CH:13]=2)[CH2:11][CH2:10][CH2:9]1)([CH3:4])([CH3:3])[CH3:2], predict the reactants needed to synthesize it. The reactants are: [C:1]([O:5][C:6](=[O:34])[NH:7][C:8]1([C:12]2[CH:17]=[CH:16][C:15]([C:18]3[C:23]([C:24]4[CH:29]=[CH:28][CH:27]=[CH:26][CH:25]=4)=[CH:22][N:21]4[C:30](Br)=[CH:31][N:32]=[C:20]4[N:19]=3)=[CH:14][CH:13]=2)[CH2:11][CH2:10][CH2:9]1)([CH3:4])([CH3:3])[CH3:2].[CH2:35]([Sn](CCCC)(CCCC)C=C)[CH2:36]CC.